Dataset: Full USPTO retrosynthesis dataset with 1.9M reactions from patents (1976-2016). Task: Predict the reactants needed to synthesize the given product. (1) Given the product [C:1]([N:4]([C:34]1[CH:35]=[CH:36][C:37]([Cl:40])=[CH:38][CH:39]=1)[C@H:5]1[C:14]2[C:9](=[CH:10][CH:11]=[CH:12][CH:13]=2)[N:8]([C:15]([C:17]2[CH:18]=[CH:19][C:20]([O:23][CH2:24][CH2:25][C:26]([CH3:32])([CH3:31])[C:27]([OH:29])=[O:28])=[N:21][CH:22]=2)=[O:16])[C@@H:7]([CH3:33])[CH2:6]1)(=[O:3])[CH3:2], predict the reactants needed to synthesize it. The reactants are: [C:1]([N:4]([C:34]1[CH:39]=[CH:38][C:37]([Cl:40])=[CH:36][CH:35]=1)[C@H:5]1[C:14]2[C:9](=[CH:10][CH:11]=[CH:12][CH:13]=2)[N:8]([C:15]([C:17]2[CH:18]=[CH:19][C:20]([O:23][CH2:24][CH2:25][C:26]([CH3:32])([CH3:31])[C:27]([O:29]C)=[O:28])=[N:21][CH:22]=2)=[O:16])[C@@H:7]([CH3:33])[CH2:6]1)(=[O:3])[CH3:2].CO.[OH-].[Na+].Cl. (2) Given the product [O:1]1[C:5]2([CH2:6][CH2:7][CH:8]([C:11]3[CH:12]=[CH:13][C:14]([NH2:17])=[CH:15][CH:16]=3)[CH2:9][CH2:10]2)[O:4][CH2:3][CH2:2]1, predict the reactants needed to synthesize it. The reactants are: [O:1]1[C:5]2([CH2:10][CH2:9][C:8]([C:11]3[CH:16]=[CH:15][C:14]([NH:17]C(=O)OCC4C=CC=CC=4)=[CH:13][CH:12]=3)=[CH:7][CH2:6]2)[O:4][CH2:3][CH2:2]1. (3) Given the product [Cl:13][C:14]1[CH:15]=[C:16]([CH2:20][CH2:21][CH2:22][N:23]2[CH2:10][C:5]3[C:4](=[CH:9][CH:8]=[CH:7][CH:6]=3)[C:3]2=[O:12])[CH:17]=[CH:18][CH:19]=1, predict the reactants needed to synthesize it. The reactants are: CO[C:3](=[O:12])[C:4]1[CH:9]=[CH:8][CH:7]=[CH:6][C:5]=1[CH2:10]Br.[Cl:13][C:14]1[CH:15]=[C:16]([CH2:20][CH2:21][CH2:22][NH2:23])[CH:17]=[CH:18][CH:19]=1.C([O-])([O-])=O.[K+].[K+].C(OCC)(=O)C. (4) Given the product [ClH:29].[CH3:28][C:26]1[CH:25]=[CH:24][N:23]=[C:22]([O:21][C:17]2[CH:18]=[CH:19][CH:20]=[C:15]([CH:14]=[C:11]3[CH2:12][CH2:13][NH:8][CH2:9][CH2:10]3)[CH:16]=2)[CH:27]=1, predict the reactants needed to synthesize it. The reactants are: C(OC([N:8]1[CH2:13][CH2:12][C:11](=[CH:14][C:15]2[CH:20]=[CH:19][CH:18]=[C:17]([O:21][C:22]3[CH:27]=[C:26]([CH3:28])[CH:25]=[CH:24][N:23]=3)[CH:16]=2)[CH2:10][CH2:9]1)=O)(C)(C)C.[ClH:29].O1CCOCC1.